From a dataset of Forward reaction prediction with 1.9M reactions from USPTO patents (1976-2016). Predict the product of the given reaction. Given the reactants C(NCC(C)C)C(C)C.[CH3:10][C:11]([CH3:17])([CH3:16])[CH2:12][CH2:13][CH:14]=[O:15].Br[CH2:19][C:20]([O:22][CH3:23])=[O:21].O, predict the reaction product. The product is: [CH3:23][O:22][C:20](=[O:21])[CH2:19][CH:13]([CH:14]=[O:15])[CH2:12][C:11]([CH3:17])([CH3:16])[CH3:10].